Task: Regression/Classification. Given a drug SMILES string, predict its absorption, distribution, metabolism, or excretion properties. Task type varies by dataset: regression for continuous measurements (e.g., permeability, clearance, half-life) or binary classification for categorical outcomes (e.g., BBB penetration, CYP inhibition). For this dataset (lipophilicity_astrazeneca), we predict Y.. Dataset: Experimental lipophilicity measurements (octanol/water distribution) for 4,200 compounds from AstraZeneca (1) The Y is 2.37 logD. The drug is Cc1cc(Cl)ccc1OC1CCN(C[C@H](O)CNC(=O)c2c[nH]c(=O)cc2C(F)(F)F)CC1. (2) The drug is COC(=O)C1C(OC(=O)c2ccccc2)CC2CCC1N2C. The Y is 1.06 logD. (3) The molecule is NC(=O)c1cc(-c2ccccc2)sc1N. The Y is 2.70 logD. (4) The drug is Nc1nc2nc(SCc3cccc(F)c3F)nc(O)c2s1. The Y is 2.50 logD. (5) The molecule is Cn1sc(NCc2ccccc2)nc1=O. The Y is 1.20 logD. (6) The compound is NC1(c2ccc(-c3nc4ccccn4c3-c3ccccc3)cc2)CCC1. The Y is 2.80 logD.